This data is from Catalyst prediction with 721,799 reactions and 888 catalyst types from USPTO. The task is: Predict which catalyst facilitates the given reaction. (1) The catalyst class is: 797. Product: [N:23]1([C:20]2[CH:21]=[CH:22][C:17]([CH:14]3[CH2:15][CH2:16][N:11]([C:9]([C:4]4[CH:5]=[CH:6][C:7]([CH3:8])=[C:2]([NH:1][C:39](=[O:40])[C:38]5[CH:42]=[CH:43][C:35]([Cl:34])=[N:36][CH:37]=5)[CH:3]=4)=[O:10])[CH2:12][CH2:13]3)=[CH:18][CH:19]=2)[CH:27]=[CH:26][N:25]=[CH:24]1. Reactant: [NH2:1][C:2]1[CH:3]=[C:4]([C:9]([N:11]2[CH2:16][CH2:15][CH:14]([C:17]3[CH:22]=[CH:21][C:20]([N:23]4[CH:27]=[CH:26][N:25]=[CH:24]4)=[CH:19][CH:18]=3)[CH2:13][CH2:12]2)=[O:10])[CH:5]=[CH:6][C:7]=1[CH3:8].N1C=CC=CC=1.[Cl:34][C:35]1[CH:43]=[CH:42][C:38]([C:39](Cl)=[O:40])=[CH:37][N:36]=1. (2) Reactant: [NH2:1][CH2:2][CH2:3][C:4]1[CH:13]=[CH:12][C:7]([C:8]([O:10][CH3:11])=[O:9])=[CH:6][CH:5]=1.C(N(C(C)C)CC)(C)C.[F:23][C:24]([F:35])([F:34])[C:25](O[C:25](=[O:26])[C:24]([F:35])([F:34])[F:23])=[O:26]. Product: [F:23][C:24]([F:35])([F:34])[C:25]([NH:1][CH2:2][CH2:3][C:4]1[CH:13]=[CH:12][C:7]([C:8]([O:10][CH3:11])=[O:9])=[CH:6][CH:5]=1)=[O:26]. The catalyst class is: 2. (3) Reactant: [NH:1]([C:9]([O:11][C:12]([CH3:15])([CH3:14])[CH3:13])=[O:10])[C@H:2]([C:6]([OH:8])=O)[CH:3]([CH3:5])[CH3:4].CCN(C(C)C)C(C)C.CN(C(ON1N=NC2C=CC=NC1=2)=[N+](C)C)C.F[P-](F)(F)(F)(F)F.[CH2:49]([O:56][C:57]([N:59]1[CH2:64][CH2:63][NH:62][CH2:61][CH2:60]1)=[O:58])[C:50]1[CH:55]=[CH:54][CH:53]=[CH:52][CH:51]=1. Product: [CH2:49]([O:56][C:57]([N:59]1[CH2:64][CH2:63][N:62]([C:6](=[O:8])[C@@H:2]([NH:1][C:9]([O:11][C:12]([CH3:15])([CH3:14])[CH3:13])=[O:10])[CH:3]([CH3:4])[CH3:5])[CH2:61][CH2:60]1)=[O:58])[C:50]1[CH:55]=[CH:54][CH:53]=[CH:52][CH:51]=1. The catalyst class is: 34.